This data is from TCR-epitope binding with 47,182 pairs between 192 epitopes and 23,139 TCRs. The task is: Binary Classification. Given a T-cell receptor sequence (or CDR3 region) and an epitope sequence, predict whether binding occurs between them. (1) The epitope is QYDPVAALF. The TCR CDR3 sequence is CASSLVGSGDTQYF. Result: 0 (the TCR does not bind to the epitope). (2) The epitope is ELAGIGILTV. The TCR CDR3 sequence is CATSAGQGAFSGELFF. Result: 1 (the TCR binds to the epitope). (3) The epitope is TLIGDCATV. The TCR CDR3 sequence is CASSRTGLAGESSTDTQYF. Result: 1 (the TCR binds to the epitope). (4) The epitope is FRYMNSQGL. The TCR CDR3 sequence is CATSDGSYSNQPQHF. Result: 1 (the TCR binds to the epitope). (5) The epitope is ILHCANFNV. The TCR CDR3 sequence is CASSSFGGAEQFF. Result: 1 (the TCR binds to the epitope). (6) The epitope is GTHWFVTQR. The TCR CDR3 sequence is CASSLLAGNEQFF. Result: 0 (the TCR does not bind to the epitope). (7) The epitope is TLIGDCATV. The TCR CDR3 sequence is CASSQGGSYNEQFF. Result: 1 (the TCR binds to the epitope).